Dataset: Full USPTO retrosynthesis dataset with 1.9M reactions from patents (1976-2016). Task: Predict the reactants needed to synthesize the given product. (1) Given the product [P:28]([O-:30])([O-:38])([O:27][CH2:26][O:25][C:14]1[C:15]([O:23][CH3:24])=[CH:16][C:17]2[C@@H:18]3[C@@H:9]([CH2:10][CH2:11][C:12]=2[CH:13]=1)[C@H:8]1[C@@:21]([CH3:22])([C@@H:5]([O:4][C:1](=[O:3])[CH3:2])[CH2:6][CH2:7]1)[CH2:20][CH2:19]3)=[O:29].[Na+:51].[Na+:51], predict the reactants needed to synthesize it. The reactants are: [C:1]([O:4][C@@H:5]1[C@:21]2([CH3:22])[C@H:8]([C@H:9]3[C@H:18]([CH2:19][CH2:20]2)[C:17]2[CH:16]=[C:15]([O:23][CH3:24])[C:14]([O:25][CH2:26][O:27][P:28]([O:38]CC4C=CC=CC=4)([O:30]CC4C=CC=CC=4)=[O:29])=[CH:13][C:12]=2[CH2:11][CH2:10]3)[CH2:7][CH2:6]1)(=[O:3])[CH3:2].O.C(=O)([O-])[O-].[Na+:51].[Na+]. (2) Given the product [C:1]([NH:8][CH2:9][C:10]1[CH:11]=[CH:12][C:13]([CH:16]([N:49]=[N+:50]=[N-:51])[C:17]([O:19][CH3:20])=[O:18])=[CH:14][CH:15]=1)([O:3][C:4]([CH3:6])([CH3:5])[CH3:7])=[O:2], predict the reactants needed to synthesize it. The reactants are: [C:1]([NH:8][CH2:9][C:10]1[CH:15]=[CH:14][C:13]([CH2:16][C:17]([O:19][CH3:20])=[O:18])=[CH:12][CH:11]=1)([O:3][C:4]([CH3:7])([CH3:6])[CH3:5])=[O:2].C[Si]([N-][Si](C)(C)C)(C)C.[K+].C(C1C=C(C(C)C)C=C(C(C)C)C=1S([N:49]=[N+:50]=[N-:51])(=O)=O)(C)C.C(O)(=O)C. (3) Given the product [CH:2]([C:1]1[C-:3]([N:33]([CH3:34])[CH3:32])[CH:8]=[CH:12][CH:11]=1)=[O:38].[CH-:1]1[CH:3]=[CH:14][CH:13]=[CH:2]1.[Fe+2:18], predict the reactants needed to synthesize it. The reactants are: [CH:1]([Li])([CH3:3])[CH3:2].CN([C-:8]1[CH:12]=[CH:11]C=C1)C.[CH-:13]1C=CC=[CH:14]1.[Fe+2:18].B(F)(F)F.B(F)(F)F.CCOCC.[CH3:32][N:33](C=O)[CH3:34].C([O-])(O)=[O:38].[Na+]. (4) Given the product [Cl:12][CH2:13][C:14]1[NH:11][C:3]2[CH:4]=[CH:5][CH:6]=[C:7]([N+:8]([O-:10])=[O:9])[C:2]=2[N:1]=1, predict the reactants needed to synthesize it. The reactants are: [NH2:1][C:2]1[C:7]([N+:8]([O-:10])=[O:9])=[CH:6][CH:5]=[CH:4][C:3]=1[NH2:11].[Cl:12][CH2:13][C:14](O)=O. (5) The reactants are: Cl.[NH:2]1[CH2:7][CH2:6][CH:5]([NH:8][C:9]([C:11]2[C:15]3[N:16]=[CH:17][N:18]=[C:19]([C:20]4[CH:25]=[C:24]([F:26])[CH:23]=[CH:22][C:21]=4[O:27][CH2:28][CH:29]4[CH2:31][CH2:30]4)[C:14]=3[NH:13][C:12]=2[CH3:32])=[O:10])[CH2:4][CH2:3]1.[CH3:33][O:34][CH2:35][C:36](Cl)=[O:37]. Given the product [CH3:33][O:34][CH2:35][C:36]([N:2]1[CH2:3][CH2:4][CH:5]([NH:8][C:9]([C:11]2[C:15]3[N:16]=[CH:17][N:18]=[C:19]([C:20]4[CH:25]=[C:24]([F:26])[CH:23]=[CH:22][C:21]=4[O:27][CH2:28][CH:29]4[CH2:30][CH2:31]4)[C:14]=3[NH:13][C:12]=2[CH3:32])=[O:10])[CH2:6][CH2:7]1)=[O:37], predict the reactants needed to synthesize it. (6) Given the product [Cl:15][C:11]1[CH:12]=[C:13]2[C:8](=[CH:9][CH:10]=1)[N:7]([CH2:23][CH2:24][CH2:25][C:26]#[N:27])[C:6]([C:4]([O:3][CH2:1][CH3:2])=[O:5])=[CH:14]2, predict the reactants needed to synthesize it. The reactants are: [CH2:1]([O:3][C:4]([C:6]1[NH:7][C:8]2[C:13]([CH:14]=1)=[CH:12][C:11]([Cl:15])=[CH:10][CH:9]=2)=[O:5])[CH3:2].C(=O)([O-])[O-].[Cs+].[Cs+].Br[CH2:23][CH2:24][CH2:25][C:26]#[N:27]. (7) Given the product [Cl:1][C:2]1[C:10]([C:11]2[CH2:15][CH2:14][O:13][N:12]=2)=[C:9]([S:16]([CH3:19])(=[O:18])=[O:17])[CH:8]=[CH:7][C:3]=1[C:4]([C:29]1[CH:30]=[N:31][N:32]([CH3:33])[C:28]=1[OH:27])=[O:5], predict the reactants needed to synthesize it. The reactants are: [Cl:1][C:2]1[C:10]([C:11]2[CH2:15][CH2:14][O:13][N:12]=2)=[C:9]([S:16]([CH3:19])(=[O:18])=[O:17])[CH:8]=[CH:7][C:3]=1[C:4](Cl)=[O:5].C(N(CC)CC)C.[OH:27][C:28]1[N:32]([CH3:33])[N:31]=[CH:30][CH:29]=1. (8) Given the product [CH3:1][O:2][C:3](=[O:49])[CH2:4][C@H:5]([OH:41])[CH2:6][C:7](=[O:40])[CH:8]=[CH:9][C:10]1[N:11]([CH:37]([CH3:38])[CH3:39])[C:12]([C:29]([N:31]2[CH2:36][CH2:35][CH2:34][CH2:33][CH2:32]2)=[O:30])=[C:13]([C:22]2[CH:27]=[CH:26][C:25]([F:28])=[CH:24][CH:23]=2)[C:14]=1[C:15]1[CH:16]=[CH:17][C:18]([F:21])=[CH:19][CH:20]=1, predict the reactants needed to synthesize it. The reactants are: [CH3:1][O:2][C:3](=[O:49])[CH2:4][C@H:5]([O:41][Si](C(C)(C)C)(C)C)[CH2:6][C:7](=[O:40])[CH:8]=[CH:9][C:10]1[N:11]([CH:37]([CH3:39])[CH3:38])[C:12]([C:29]([N:31]2[CH2:36][CH2:35][CH2:34][CH2:33][CH2:32]2)=[O:30])=[C:13]([C:22]2[CH:27]=[CH:26][C:25]([F:28])=[CH:24][CH:23]=2)[C:14]=1[C:15]1[CH:20]=[CH:19][C:18]([F:21])=[CH:17][CH:16]=1.FC1C=CC(C2C(C3C=CC(F)=CC=3)=C(C(N3CCCCC3)=O)N(C(C)C)C=2C=O)=CC=1.F. (9) The reactants are: [C:1]([C:5]1[CH:10]=[CH:9][C:8]([C:11]2[CH:12]=[CH:13][CH:14]=[C:15]3[C:19]=2[C:18](=O)[CH:17]([CH2:21][C:22]24[CH2:31][CH:26]5[CH2:27][CH:28]([CH2:30][CH:24]([CH2:25]5)[CH2:23]2)[CH2:29]4)[CH2:16]3)=[CH:7][CH:6]=1)([CH3:4])([CH3:3])[CH3:2].[BH4-].[Na+].CO.S(=O)(=O)(O)O. Given the product [C:1]([C:5]1[CH:10]=[CH:9][C:8]([C:11]2[CH:12]=[CH:13][CH:14]=[C:15]3[C:19]=2[CH:18]=[C:17]([CH2:21][C:22]24[CH2:23][CH:24]5[CH2:30][CH:28]([CH2:27][CH:26]([CH2:25]5)[CH2:31]2)[CH2:29]4)[CH2:16]3)=[CH:7][CH:6]=1)([CH3:4])([CH3:2])[CH3:3], predict the reactants needed to synthesize it.